Task: Binary Classification. Given a miRNA mature sequence and a target amino acid sequence, predict their likelihood of interaction.. Dataset: Experimentally validated miRNA-target interactions with 360,000+ pairs, plus equal number of negative samples (1) The miRNA is mmu-miR-362-5p with sequence AAUCCUUGGAACCUAGGUGUGAAU. The protein sequence of the target gene is MAAALGAGGGAGAGDDDFDQFDKPGAERSWRRRAADEDWDSELEDDLLGEDLLSGKKNQSDLSDEELNDDLLQSDNEEEENFSSQGVTISLNTTSGIVTSFELSDNTNDQSGEQESEYEQGDDELAYHKPEEQELYTQEYPEEGQYEGHDAELTEDQIEYGDEPEEEQLYSDEVLDIEINEPLDEFTDEEYLQAYGGQQGLQVREDCEAEDDLDEITDSQVASETHEGGMETLELQKDIKEESDEEDDDDEESGRLRFKTERKEGTIIRLSDVTRERRNIPETLELSAEAKAALLEFEER.... Result: 1 (interaction). (2) The miRNA is rno-miR-130a-3p with sequence CAGUGCAAUGUUAAAAGGGCAU. The protein sequence of the target gene is MSYQGKKNIPRITSDRLLIKGGRIVNDDQSFYADIYMEDGLIKQIGDNLIVPGGVKTIEANGKMVIPGGIDVHTHFQMPYKGMTTVDDFFQGTKAALAGGTTMIIDHVVPEPESSLTEAYEKWREWADGKSCCDYALHVDITHWNDSVKQEVQSLSKEKGVNSFMVYMAYKDLYQVSNTELYEIFTCLGELGAIAQVHAENGDIIAQEQARMLEMGITGPEGHVLSRPEELEAEAVFRAITVASQTNCPLYVTKVMSKSAADLISQARKKGNVVFGEPITASLGIDGTHYWSKNWAKAAA.... Result: 0 (no interaction). (3) The miRNA is hsa-miR-6870-5p with sequence UGGGGGAGAUGGGGGUUGA. The protein sequence of the target gene is MTCWLHMLGLHLLLLPTAPLAAGCPARCECSASTRTVACGRRRLTAIPEGIPAETRMLELSRNRIRCLNPGDLASLPTLEELDLNHNVIAHVEPGAFANLPRLRVLRLRGNQLKLIPPGVFTHLDSLTLLDLSENKLVILLDFSFQDLRSLQRLEVGDNDLVFISRRAFAGLLGLAELTLERCNLTSLSPESLGHLRGLGALRLRHLAIAALEDQNFQKLPGLSHLEIDNWPLLEEVAPGSLRGLNLTSLSITHTNITAVPAAALRQQAHLTCLNLSHNPISMVPRGSFRDLVRLRELHL.... Result: 0 (no interaction). (4) The miRNA is hsa-miR-7843-5p with sequence GAGGGCAGAGCCAGCUUCCUGA. The protein sequence of the target gene is MAEGDNRSTNLLAAETASLEEQLQGWGEVMLMADKVLRWERAWFPPAIMGVVSLVFLIIYYLDPSVLSGVSCFVMFLCLADYLVPILAPRIFGSNKWTTEQQQRFHEICSNLVKTRRRAVGWWKRLFTLKEEKPKMYFMTMIVSLAAVAWVGQQVHNLLLTYLIVTSLLLLPGLNQHGIILKYIGMAKREINKLLKQKEKKNE. Result: 1 (interaction).